From a dataset of Forward reaction prediction with 1.9M reactions from USPTO patents (1976-2016). Predict the product of the given reaction. (1) Given the reactants [Br:1][C:2]1[CH:3]=[CH:4][C:5]([F:18])=[C:6]([C:8]2[S:9][CH:10]=[C:11]([C:13]([O:15]CC)=[O:14])[N:12]=2)[CH:7]=1.[OH-].[Li+], predict the reaction product. The product is: [Br:1][C:2]1[CH:3]=[CH:4][C:5]([F:18])=[C:6]([C:8]2[S:9][CH:10]=[C:11]([C:13]([OH:15])=[O:14])[N:12]=2)[CH:7]=1. (2) The product is: [F:27][C:2]([F:26])([F:1])[C:3]1[CH:8]=[CH:7][C:6]([C:9]2[N:14]=[CH:13][N:12]=[C:11]([O:15][C:16]3[C:21]4[N:22]=[C:23]([NH:25][C:28](=[O:30])[CH3:29])[S:24][C:20]=4[CH:19]=[CH:18][CH:17]=3)[CH:10]=2)=[CH:5][CH:4]=1. Given the reactants [F:1][C:2]([F:27])([F:26])[C:3]1[CH:8]=[CH:7][C:6]([C:9]2[N:14]=[CH:13][N:12]=[C:11]([O:15][C:16]3[C:21]4[N:22]=[C:23]([NH2:25])[S:24][C:20]=4[CH:19]=[CH:18][CH:17]=3)[CH:10]=2)=[CH:5][CH:4]=1.[C:28](OC(=O)C)(=[O:30])[CH3:29], predict the reaction product. (3) Given the reactants Br[C:2]1[CH:10]=[C:9]2[C:5]([CH:6]=[N:7][N:8]2[C:11]2[C:20]3[C:15](=[CH:16][C:17]([O:23][CH3:24])=[C:18]([O:21][CH3:22])[CH:19]=3)[N:14]=[N:13][CH:12]=2)=[CH:4][CH:3]=1.[NH:25]1[CH2:30][CH2:29][O:28][CH2:27][CH2:26]1.CC1(C)C2C=CC=C(P(C3C=CC=CC=3)C3C=CC=CC=3)C=2OC2C1=CC=CC=2P(C1C=CC=CC=1)C1C=CC=CC=1.CC(C)([O-])C.[Na+], predict the reaction product. The product is: [CH3:22][O:21][C:18]1[CH:19]=[C:20]2[C:15](=[CH:16][C:17]=1[O:23][CH3:24])[N:14]=[N:13][CH:12]=[C:11]2[N:8]1[C:9]2[C:5](=[CH:4][CH:3]=[C:2]([N:25]3[CH2:30][CH2:29][O:28][CH2:27][CH2:26]3)[CH:10]=2)[CH:6]=[N:7]1. (4) Given the reactants [CH3:1][O:2][C:3]1[CH:9]=[CH:8][C:6]([NH2:7])=[CH:5][CH:4]=1.Br[CH2:11][CH2:12][O:13][C:14]1[CH:19]=[CH:18][C:17]([OH:20])=[CH:16][CH:15]=1.C(N(C(C)C)CC)(C)C, predict the reaction product. The product is: [CH3:1][O:2][C:3]1[CH:9]=[CH:8][C:6]([NH:7][CH2:11][CH2:12][O:13][C:14]2[CH:19]=[CH:18][C:17]([OH:20])=[CH:16][CH:15]=2)=[CH:5][CH:4]=1. (5) The product is: [Cl:16][C:2]1[C:11]2[C:6](=[CH:7][C:8]3[O:14][CH2:13][O:12][C:9]=3[CH:10]=2)[N:5]=[N:4][CH:3]=1. Given the reactants O[C:2]1[C:11]2[C:6](=[CH:7][C:8]3[O:14][CH2:13][O:12][C:9]=3[CH:10]=2)[N:5]=[N:4][CH:3]=1.P(Cl)(Cl)(Cl)(Cl)[Cl:16].P(Cl)(Cl)(Cl)=O, predict the reaction product. (6) Given the reactants [C@H:1]12[CH2:7][C@H:4]([NH:5][CH2:6]1)[CH2:3][N:2]2[C:8]([O:10][C:11]([CH3:14])([CH3:13])[CH3:12])=[O:9].C(Cl)CCl.C1C=CC2N(O)N=NC=2C=1.[CH3:29][C:30]([CH3:47])([CH3:46])[C@@H:31]([C:43](O)=[O:44])[NH:32]C(OCC1C=CC=CC=1)=O.CN1CCOCC1.C([O-])=O.[NH4+], predict the reaction product. The product is: [CH3:29][C:30]([CH3:47])([CH3:46])[C@@H:31]([C:43]([N:5]1[CH2:6][C@@H:1]2[CH2:7][C@H:4]1[CH2:3][N:2]2[C:8]([O:10][C:11]([CH3:14])([CH3:13])[CH3:12])=[O:9])=[O:44])[NH2:32]. (7) The product is: [CH3:39][O:38][C:35]1[CH:36]=[CH:37][C:32]([C:24]2[C:25]([CH3:31])=[C:26]([C:27]([F:28])([F:30])[F:29])[N:21]3[N:20]=[CH:19][C:18]([C:16]([N:13]4[CH2:14][CH2:15][N:10]([C@H:8]([C:4]5[CH:3]=[C:2]([NH:1][C:42]([NH2:43])=[O:41])[CH:7]=[CH:6][CH:5]=5)[CH3:9])[CH2:11][C@H:12]4[CH3:40])=[O:17])=[C:22]3[N:23]=2)=[CH:33][CH:34]=1. Given the reactants [NH2:1][C:2]1[CH:3]=[C:4]([C@@H:8]([N:10]2[CH2:15][CH2:14][N:13]([C:16]([C:18]3[CH:19]=[N:20][N:21]4[C:26]([C:27]([F:30])([F:29])[F:28])=[C:25]([CH3:31])[C:24]([C:32]5[CH:37]=[CH:36][C:35]([O:38][CH3:39])=[CH:34][CH:33]=5)=[N:23][C:22]=34)=[O:17])[C@H:12]([CH3:40])[CH2:11]2)[CH3:9])[CH:5]=[CH:6][CH:7]=1.[O-:41][C:42]#[N:43].[K+], predict the reaction product. (8) Given the reactants C(OC([N:8]1[CH:12]2[CH2:13][CH2:14][CH2:15][CH:11]2[N:10]([CH2:16][CH3:17])[C:9]1=[O:18])=O)(C)(C)C.FC(F)(F)C(O)=O, predict the reaction product. The product is: [CH2:16]([N:10]1[CH:11]2[CH2:15][CH2:14][CH2:13][CH:12]2[NH:8][C:9]1=[O:18])[CH3:17]. (9) Given the reactants [OH:1][CH2:2][CH:3]1[CH2:8][CH2:7][NH:6][CH2:5][CH2:4]1.C(N(CC)CC)C.[C:16](O[C:16]([O:18][C:19]([CH3:22])([CH3:21])[CH3:20])=[O:17])([O:18][C:19]([CH3:22])([CH3:21])[CH3:20])=[O:17], predict the reaction product. The product is: [C:19]([O:18][C:16]([N:6]1[CH2:7][CH2:8][CH:3]([CH2:2][OH:1])[CH2:4][CH2:5]1)=[O:17])([CH3:22])([CH3:21])[CH3:20]. (10) Given the reactants [CH2:1]([O:8][C:9]([NH:11][C@H:12]([C:24]([OH:26])=O)[CH2:13][CH2:14][CH2:15][NH:16][C:17]([O:19][C:20]([CH3:23])([CH3:22])[CH3:21])=[O:18])=[O:10])[C:2]1[CH:7]=[CH:6][CH:5]=[CH:4][CH:3]=1.[C:27]([O:31][C:32](=[O:41])[NH:33][C@H:34]([CH2:39][OH:40])[CH2:35][CH2:36][CH2:37][NH2:38])([CH3:30])([CH3:29])[CH3:28].C(Cl)CCl.C1C=CC2N(O)N=NC=2C=1, predict the reaction product. The product is: [C:20]([O:19][C:17]([NH:16][CH2:15][CH2:14][CH2:13][C@H:12]([NH:11][C:9](=[O:10])[O:8][CH2:1][C:2]1[CH:3]=[CH:4][CH:5]=[CH:6][CH:7]=1)[C:24]([NH:38][CH2:37][CH2:36][CH2:35][C@H:34]([NH:33][C:32]([O:31][C:27]([CH3:30])([CH3:29])[CH3:28])=[O:41])[CH2:39][OH:40])=[O:26])=[O:18])([CH3:21])([CH3:22])[CH3:23].